Dataset: Catalyst prediction with 721,799 reactions and 888 catalyst types from USPTO. Task: Predict which catalyst facilitates the given reaction. (1) Reactant: [F:1][C:2]([F:16])([F:15])[C:3]1[CH:4]=[CH:5][C:6]([N:9]2[CH2:14][CH2:13][NH:12][CH2:11][CH2:10]2)=[N:7][CH:8]=1.[Cl:17][C:18]1[N:19]=[N:20][C:21](Cl)=[C:22]([CH3:25])[C:23]=1[CH3:24].C(N(CC)CC)C. Product: [Cl:17][C:18]1[N:19]=[N:20][C:21]([N:12]2[CH2:11][CH2:10][N:9]([C:6]3[CH:5]=[CH:4][C:3]([C:2]([F:1])([F:15])[F:16])=[CH:8][N:7]=3)[CH2:14][CH2:13]2)=[C:22]([CH3:25])[C:23]=1[CH3:24]. The catalyst class is: 37. (2) Reactant: [NH2:1][C:2]1[CH:3]=[CH:4][C:5]([O:18][CH3:19])=[C:6]([NH:8][C:9]([NH:11][C:12]2[CH:17]=[N:16][CH:15]=[CH:14][N:13]=2)=[O:10])[CH:7]=1.[C:20]1(=[O:26])[O:25][C:23](=[O:24])[CH2:22][CH2:21]1. Product: [CH3:19][O:18][C:5]1[CH:4]=[CH:3][C:2]([NH:1][C:20](=[O:26])[CH2:21][CH2:22][C:23]([OH:25])=[O:24])=[CH:7][C:6]=1[NH:8][C:9]([NH:11][C:12]1[CH:17]=[N:16][CH:15]=[CH:14][N:13]=1)=[O:10]. The catalyst class is: 17. (3) Reactant: [NH2:1][C:2]1[S:3][C:4]2[C:9](=[O:10])[NH:8][C:7]([S:11][CH2:12][C:13]3[CH:18]=[CH:17][CH:16]=[C:15]([F:19])[C:14]=3[F:20])=[N:6][C:5]=2[N:21]=1.[C:22]([Si:26]([CH3:33])([CH3:32])[O:27][CH2:28][CH:29](O)[CH3:30])([CH3:25])([CH3:24])[CH3:23].C1(P(C2C=CC=CC=2)C2C=CC=CC=2)C=CC=CC=1. Product: [Si:26]([O:27][CH2:28][C@H:29]([CH3:30])[O:10][C:9]1[C:4]2[S:3][C:2]([NH2:1])=[N:21][C:5]=2[N:6]=[C:7]([S:11][CH2:12][C:13]2[CH:18]=[CH:17][CH:16]=[C:15]([F:19])[C:14]=2[F:20])[N:8]=1)([C:22]([CH3:23])([CH3:24])[CH3:25])([CH3:33])[CH3:32]. The catalyst class is: 7. (4) Reactant: [CH3:1][C:2]1[CH:8]=[CH:7][C:6]([CH3:9])=[CH:5][C:3]=1[NH2:4].[C:10](OC(=O)C)(=[O:12])[CH3:11].CO. Product: [CH3:9][C:6]1[CH:7]=[CH:8][C:2]([CH3:1])=[C:3]([NH:4][C:10]([CH3:11])=[O:12])[CH:5]=1. The catalyst class is: 7. (5) Reactant: C([O:8][C:9]([CH:11]([CH2:24][CH2:25][C:26]([O:28]CC1C=CC=CC=1)=[O:27])[CH2:12][P:13]([CH2:16][CH2:17][C:18]1[CH:23]=[CH:22][CH:21]=[CH:20][CH:19]=1)(=[O:15])[OH:14])=[O:10])C1C=CC=CC=1. Product: [CH2:16]([P:13]([CH2:12][CH:11]([CH2:24][CH2:25][C:26]([OH:28])=[O:27])[C:9]([OH:10])=[O:8])([OH:15])=[O:14])[CH2:17][C:18]1[CH:19]=[CH:20][CH:21]=[CH:22][CH:23]=1. The catalyst class is: 522. (6) Reactant: [NH2:1][OH:2].[F:3][C:4]1[C:5]([OH:15])=[C:6]([CH:11]=[CH:12][C:13]=1[F:14])[C:7](OC)=[O:8]. Product: [F:3][C:4]1[C:5]([OH:15])=[C:6]([CH:11]=[CH:12][C:13]=1[F:14])[C:7]([NH:1][OH:2])=[O:8]. The catalyst class is: 12.